This data is from TCR-epitope binding with 47,182 pairs between 192 epitopes and 23,139 TCRs. The task is: Binary Classification. Given a T-cell receptor sequence (or CDR3 region) and an epitope sequence, predict whether binding occurs between them. (1) The epitope is TPINLVRDL. The TCR CDR3 sequence is CASSQGPGTVHEKLFF. Result: 0 (the TCR does not bind to the epitope). (2) The epitope is RLRAEAQVK. The TCR CDR3 sequence is CASSPTYYGYTF. Result: 1 (the TCR binds to the epitope). (3) The epitope is TPRVTGGGAM. The TCR CDR3 sequence is CASSFQGADYGYTF. Result: 1 (the TCR binds to the epitope).